Dataset: Forward reaction prediction with 1.9M reactions from USPTO patents (1976-2016). Task: Predict the product of the given reaction. (1) The product is: [Cl:1][C:2]1[CH:3]=[CH:4][C:5]([OH:13])=[C:6]([CH2:8][C:9]([NH:11][CH3:12])=[O:10])[CH:7]=1. Given the reactants [Cl:1][C:2]1[CH:3]=[CH:4][C:5]([O:13]C)=[C:6]([CH2:8][C:9]([NH:11][CH3:12])=[O:10])[CH:7]=1.B(Br)(Br)Br.C(OC(C)C)(C)C.CO, predict the reaction product. (2) The product is: [F:1][C:2]1[CH:7]=[CH:6][C:5]([C:8]2[C:16]3[C:11](=[CH:12][CH:13]=[C:14]([C:17]4[CH:18]=[CH:28][N:20]=[C:21]([NH2:23])[N:22]=4)[CH:15]=3)[NH:10][N:9]=2)=[CH:4][CH:3]=1. Given the reactants [F:1][C:2]1[CH:7]=[CH:6][C:5]([C:8]2[C:16]3[C:11](=[CH:12][CH:13]=[C:14]([C:17](=O)[CH3:18])[CH:15]=3)[NH:10][N:9]=2)=[CH:4][CH:3]=1.[NH2:20][C:21]([NH2:23])=[NH:22].C[O-].[Na+].F[C:28](F)(F)C(O)=O, predict the reaction product. (3) The product is: [Cl:28][C:29]1[N:37]=[CH:36][CH:35]=[CH:34][C:30]=1[C:31]([NH:1][C:2]1[C:3]([Cl:9])=[N:4][CH:5]=[CH:6][C:7]=1[CH3:8])=[O:32]. Given the reactants [NH2:1][C:2]1[C:3]([Cl:9])=[N:4][CH:5]=[CH:6][C:7]=1[CH3:8].C1CCCCC1.O1CCOCC1.N1C=CC=CC=1.[Cl:28][C:29]1[N:37]=[CH:36][CH:35]=[CH:34][C:30]=1[C:31](Cl)=[O:32], predict the reaction product. (4) Given the reactants [OH:1][C:2]([CH3:35])([CH3:34])[CH2:3][C@@:4]1([C:28]2[CH:33]=[CH:32][CH:31]=[CH:30][CH:29]=2)[O:9][C:8](=[O:10])[N:7]([C@H:11]([C:13]2[CH:18]=[CH:17][C:16]([C:19]3[N:24]=[C:23]([C:25](O)=[O:26])[CH:22]=[CH:21][CH:20]=3)=[CH:15][CH:14]=2)[CH3:12])[CH2:6][CH2:5]1.[CH3:36][NH2:37], predict the reaction product. The product is: [CH3:36][NH:37][C:25]([C:23]1[CH:22]=[CH:21][CH:20]=[C:19]([C:16]2[CH:17]=[CH:18][C:13]([C@@H:11]([N:7]3[CH2:6][CH2:5][C@:4]([CH2:3][C:2]([OH:1])([CH3:34])[CH3:35])([C:28]4[CH:33]=[CH:32][CH:31]=[CH:30][CH:29]=4)[O:9][C:8]3=[O:10])[CH3:12])=[CH:14][CH:15]=2)[N:24]=1)=[O:26]. (5) Given the reactants [C:1]([O:5][C@@H:6]([C:12]1[C:42]([CH3:43])=[CH:41][C:15]2[N:16]=[C:17]([C:19]3[CH:20]=[CH:21][C:22]4[N:26]=[C:25]([CH3:27])[N:24]([C@@H:28]5[CH2:32][CH2:31][N:30](C(OC(C)(C)C)=O)[CH2:29]5)[C:23]=4[CH:40]=3)[S:18][C:14]=2[C:13]=1[C:44]1[CH:49]=[CH:48][C:47]([Cl:50])=[CH:46][CH:45]=1)[C:7]([O:9][CH2:10][CH3:11])=[O:8])([CH3:4])([CH3:3])[CH3:2], predict the reaction product. The product is: [C:1]([O:5][C@@H:6]([C:12]1[C:42]([CH3:43])=[CH:41][C:15]2[N:16]=[C:17]([C:19]3[CH:20]=[CH:21][C:22]4[N:26]=[C:25]([CH3:27])[N:24]([C@@H:28]5[CH2:32][CH2:31][NH:30][CH2:29]5)[C:23]=4[CH:40]=3)[S:18][C:14]=2[C:13]=1[C:44]1[CH:49]=[CH:48][C:47]([Cl:50])=[CH:46][CH:45]=1)[C:7]([O:9][CH2:10][CH3:11])=[O:8])([CH3:2])([CH3:3])[CH3:4]. (6) Given the reactants [CH2:1]([O:8][C:9]1[CH:17]=[C:16]([O:18][CH2:19][C:20]2[CH:25]=[CH:24][CH:23]=[CH:22][CH:21]=2)[C:15]([C:26]([CH3:28])=[CH2:27])=[CH:14][C:10]=1[C:11]([OH:13])=O)[C:2]1[CH:7]=[CH:6][CH:5]=[CH:4][CH:3]=1.C(N(C(C)C)CC)(C)C.F[P-](F)(F)(F)(F)F.Br[P+](N1CCCC1)(N1CCCC1)N1CCCC1.[N:62]1([CH2:68][CH2:69][CH2:70][O:71][C:72]2[CH:80]=[CH:79][CH:78]=[C:77]3[C:73]=2[CH2:74][NH:75][CH2:76]3)[CH2:67][CH2:66][O:65][CH2:64][CH2:63]1, predict the reaction product. The product is: [CH2:1]([O:8][C:9]1[CH:17]=[C:16]([O:18][CH2:19][C:20]2[CH:21]=[CH:22][CH:23]=[CH:24][CH:25]=2)[C:15]([C:26]([CH3:28])=[CH2:27])=[CH:14][C:10]=1[C:11]([N:75]1[CH2:74][C:73]2[C:77](=[CH:78][CH:79]=[CH:80][C:72]=2[O:71][CH2:70][CH2:69][CH2:68][N:62]2[CH2:67][CH2:66][O:65][CH2:64][CH2:63]2)[CH2:76]1)=[O:13])[C:2]1[CH:3]=[CH:4][CH:5]=[CH:6][CH:7]=1. (7) Given the reactants [H-].[Na+].[CH3:3][O:4][C:5](=[O:14])[C:6]1[CH:11]=[CH:10][C:9]([OH:12])=[C:8]([Cl:13])[CH:7]=1.C1C=CC(N([S:22]([C:25]([F:28])([F:27])[F:26])(=[O:24])=[O:23])[S:22]([C:25]([F:28])([F:27])[F:26])(=[O:24])=[O:23])=CC=1.CN1CCCN(C)C1=O, predict the reaction product. The product is: [CH3:3][O:4][C:5](=[O:14])[C:6]1[CH:11]=[CH:10][C:9]([O:12][S:22]([C:25]([F:28])([F:27])[F:26])(=[O:24])=[O:23])=[C:8]([Cl:13])[CH:7]=1.